This data is from Forward reaction prediction with 1.9M reactions from USPTO patents (1976-2016). The task is: Predict the product of the given reaction. (1) Given the reactants [Br:1][C:2]1[C:11]2[C:10]([CH3:13])([CH3:12])[CH2:9][CH:8]=[C:7]([CH:14]([CH3:16])[CH3:15])[C:6]=2[CH:5]=[C:4]([C:17]([CH3:28])=[C:18]([F:27])[CH:19]=[CH:20][C:21]([CH3:26])=[CH:22][C:23]([O-:25])=[O:24])[C:3]=1[O:29][CH3:30].[OH-].[Na+], predict the reaction product. The product is: [Br:1][C:2]1[C:11]2[C:10]([CH3:13])([CH3:12])[CH2:9][CH:8]=[C:7]([CH:14]([CH3:16])[CH3:15])[C:6]=2[CH:5]=[C:4]([C:17]([CH3:28])=[C:18]([F:27])[CH:19]=[CH:20][C:21]([CH3:26])=[CH:22][C:23]([OH:25])=[O:24])[C:3]=1[O:29][CH3:30]. (2) Given the reactants Cl[C:2]1[N:7]=[C:6]([O:8][CH3:9])[CH:5]=[C:4]([O:10][CH3:11])[N:3]=1.C(=O)([O-])[O-].[K+].[K+].[NH:18]1[CH2:23][CH2:22][NH:21][CH2:20][CH2:19]1, predict the reaction product. The product is: [CH3:11][O:10][C:4]1[CH:5]=[C:6]([O:8][CH3:9])[N:7]=[C:2]([N:18]2[CH2:23][CH2:22][NH:21][CH2:20][CH2:19]2)[N:3]=1. (3) The product is: [CH2:1]([N:8]1[C:16]([NH:19][CH2:20][CH2:21][P:22]([OH:25])([OH:24])=[O:23])=[N:15][C:14]2[C:9]1=[N:10][CH:11]=[N:12][C:13]=2[NH2:18])[C:2]1[CH:7]=[CH:6][CH:5]=[CH:4][CH:3]=1. Given the reactants [CH2:1]([N:8]1[C:16](Br)=[N:15][C:14]2[C:9]1=[N:10][CH:11]=[N:12][C:13]=2[NH2:18])[C:2]1[CH:7]=[CH:6][CH:5]=[CH:4][CH:3]=1.[NH2:19][CH2:20][CH2:21][P:22](=[O:25])([O-:24])[O-:23].[OH-].[Na+], predict the reaction product.